Dataset: Full USPTO retrosynthesis dataset with 1.9M reactions from patents (1976-2016). Task: Predict the reactants needed to synthesize the given product. (1) Given the product [Br:10][C:6]1[CH:5]=[C:4]([CH:9]=[CH:8][CH:7]=1)[CH2:3][O:2][C:1]([NH:32][CH2:33][CH2:34][C:35]([O:37][C:38]([CH3:41])([CH3:40])[CH3:39])=[O:36])=[O:21], predict the reactants needed to synthesize it. The reactants are: [C:1](=[O:21])(OC1C=CC([N+]([O-])=O)=CC=1)[O:2][CH2:3][C:4]1[CH:9]=[CH:8][CH:7]=[C:6]([Br:10])[CH:5]=1.C(N(C(C)C)C(C)C)C.Cl.[NH2:32][CH2:33][CH2:34][C:35]([O:37][C:38]([CH3:41])([CH3:40])[CH3:39])=[O:36]. (2) Given the product [CH2:1]([O:8][C:9]1[CH:10]=[C:11]([NH:12][C:23](=[O:24])[O:25][C:26]2[CH:31]=[CH:30][CH:29]=[CH:28][CH:27]=2)[CH:13]=[CH:14][CH:15]=1)[C:2]1[CH:3]=[CH:4][CH:5]=[CH:6][CH:7]=1, predict the reactants needed to synthesize it. The reactants are: [CH2:1]([O:8][C:9]1[CH:10]=[C:11]([CH:13]=[CH:14][CH:15]=1)[NH2:12])[C:2]1[CH:7]=[CH:6][CH:5]=[CH:4][CH:3]=1.N1C=CC=CC=1.Cl[C:23]([O:25][C:26]1[CH:31]=[CH:30][CH:29]=[CH:28][CH:27]=1)=[O:24]. (3) Given the product [C:1]([O:5][C:6]([N:8]1[CH:17]([C:24]#[N:25])[CH2:16][CH2:15][C@H:9]1[C:10]([O:12][CH2:13][CH3:14])=[O:11])=[O:7])([CH3:2])([CH3:3])[CH3:4], predict the reactants needed to synthesize it. The reactants are: [C:1]([O:5][C:6]([N:8]1[CH:17](OC)[CH2:16][CH2:15][C@H:9]1[C:10]([O:12][CH2:13][CH3:14])=[O:11])=[O:7])([CH3:4])([CH3:3])[CH3:2].C[Si]([C:24]#[N:25])(C)C.B(F)(F)F. (4) Given the product [CH:2]1([N:5]2[C:10]([CH:11]=[O:12])=[CH:13][N:8]=[C:6]2[CH3:7])[CH2:4][CH2:3]1, predict the reactants needed to synthesize it. The reactants are: Cl.[CH:2]1([NH:5][C:6](=[NH:8])[CH3:7])[CH2:4][CH2:3]1.Br[C:10](=[CH:13]OC(C)C)[CH:11]=[O:12].C([O-])([O-])=O.[K+].[K+]. (5) Given the product [Cl:16][C:17]1[CH:18]=[CH:19][C:20]([CH2:29][NH:30][C:31](=[O:36])[C:32]([CH3:35])([CH3:34])[CH3:33])=[C:21]([F:28])[C:22]=1[C:23]1[NH:25][C:26](=[O:27])[N:7]([CH:1]2[CH2:6][CH2:5][CH2:4][CH2:3][CH2:2]2)[N:8]=1, predict the reactants needed to synthesize it. The reactants are: [CH:1]1([NH:7][NH:8]C(OC(C)(C)C)=O)[CH2:6][CH2:5][CH2:4][CH2:3][CH2:2]1.[Cl:16][C:17]1[C:22]([C:23]([N:25]=[C:26]=[O:27])=O)=[C:21]([F:28])[C:20]([CH2:29][NH:30][C:31](=[O:36])[C:32]([CH3:35])([CH3:34])[CH3:33])=[CH:19][CH:18]=1.C(O)(C(F)(F)F)=O. (6) Given the product [CH2:1]([N:8]1[CH2:13][CH2:12][O:11][C@@H:10]([CH3:15])[C@@H:9]1[C:16]([O:18][CH2:19][CH3:20])=[O:17])[C:2]1[CH:3]=[CH:4][CH:5]=[CH:6][CH:7]=1, predict the reactants needed to synthesize it. The reactants are: [CH2:1]([N:8]1[C:13](=O)[CH2:12][O:11][C@@H:10]([CH3:15])[C@@H:9]1[C:16]([O:18][CH2:19][CH3:20])=[O:17])[C:2]1[CH:7]=[CH:6][CH:5]=[CH:4][CH:3]=1.